From a dataset of Catalyst prediction with 721,799 reactions and 888 catalyst types from USPTO. Predict which catalyst facilitates the given reaction. (1) Reactant: [O:1]=[C:2]1[C:7]([CH2:8][C:9]2[CH:14]=[CH:13][C:12]([C:15]3[C:16]([C:21]#[N:22])=[CH:17][CH:18]=[CH:19][CH:20]=3)=[CH:11][CH:10]=2)=[C:6]([CH2:23][CH2:24][CH3:25])[N:5]2[N:26]=[CH:27][N:28]=[C:4]2[N:3]1[CH:29]1[CH2:42][CH2:41][C:32]2([O:36][C:35]([CH3:38])([CH3:37])[C:34]([CH3:40])([CH3:39])[O:33]2)[CH2:31][CH2:30]1.C([Sn](=O)CCCC)CCC.[N:53]([Si](C)(C)C)=[N+:54]=[N-:55].C1(C)C=CC=CC=1. Product: [CH2:23]([C:6]1[N:5]2[N:26]=[CH:27][N:28]=[C:4]2[N:3]([CH:29]2[CH2:42][CH2:41][C:32]3([O:36][C:35]([CH3:38])([CH3:37])[C:34]([CH3:40])([CH3:39])[O:33]3)[CH2:31][CH2:30]2)[C:2](=[O:1])[C:7]=1[CH2:8][C:9]1[CH:10]=[CH:11][C:12]([C:15]2[CH:20]=[CH:19][CH:18]=[CH:17][C:16]=2[C:21]2[NH:55][N:54]=[N:53][N:22]=2)=[CH:13][CH:14]=1)[CH2:24][CH3:25]. The catalyst class is: 13. (2) Reactant: [H-].[Na+].[CH3:3][C:4]1[C:12]2[N:11]=[C:10]([CH2:13][CH2:14][CH3:15])[NH:9][C:8]=2[CH:7]=[C:6]([C:16]2[N:20]([CH3:21])[C:19]3[CH:22]=[CH:23][CH:24]=[CH:25][C:18]=3[N:17]=2)[CH:5]=1.[CH3:26][CH2:27][O:28][C:29]([CH2:31]Br)=[O:30]. Product: [CH3:3][C:4]1[C:12]2[N:11]=[C:10]([CH2:13][CH2:14][CH3:15])[N:9]([CH2:31][C:29]([O:28][CH2:27][CH3:26])=[O:30])[C:8]=2[CH:7]=[C:6]([C:16]2[N:20]([CH3:21])[C:19]3[CH:22]=[CH:23][CH:24]=[CH:25][C:18]=3[N:17]=2)[CH:5]=1. The catalyst class is: 1. (3) Reactant: [O:1]=[C:2]1[NH:6][CH:5]([C:7]([O:9][CH3:10])=[O:8])[CH:4]([C:11]2[C:16]([O:17][CH3:18])=[CH:15][C:14]([O:19][CH3:20])=[CH:13][C:12]=2[O:21][CH3:22])[CH:3]1C(OC)=O.[Cl-].[Na+].O. Product: [O:1]=[C:2]1[NH:6][CH:5]([C:7]([O:9][CH3:10])=[O:8])[CH:4]([C:11]2[C:12]([O:21][CH3:22])=[CH:13][C:14]([O:19][CH3:20])=[CH:15][C:16]=2[O:17][CH3:18])[CH2:3]1. The catalyst class is: 60. (4) Reactant: Cl.[O:2]1[CH2:6][CH2:5][CH:4]([CH2:7][NH2:8])[CH2:3]1.C(N(CC)CC)C.[C:16]1([C:22]2[S:26][C:25]([CH2:27][O:28][CH2:29][C:30]3[O:34][N:33]=[C:32]([C:35](O)=[O:36])[CH:31]=3)=[CH:24][CH:23]=2)[CH:21]=[CH:20][CH:19]=[CH:18][CH:17]=1.ON1C2C=CC=CC=2N=N1.Cl.C(N=C=NCCCN(C)C)C.Cl. Product: [O:2]1[CH2:6][CH2:5][CH:4]([CH2:7][NH:8][C:35]([C:32]2[CH:31]=[C:30]([CH2:29][O:28][CH2:27][C:25]3[S:26][C:22]([C:16]4[CH:21]=[CH:20][CH:19]=[CH:18][CH:17]=4)=[CH:23][CH:24]=3)[O:34][N:33]=2)=[O:36])[CH2:3]1. The catalyst class is: 22. (5) Reactant: [Br:1][C:2]1[C:3]([N:12]2[CH2:17][CH2:16][N:15]([CH2:18][C:19]3[CH:24]=[CH:23][C:22]([Cl:25])=[CH:21][CH:20]=3)[CH2:14][CH2:13]2)=[C:4]([N+:9]([O-])=O)[C:5]([NH2:8])=[N:6][CH:7]=1.[CH3:26][N:27]([CH3:36])[C:28]1[CH:35]=[CH:34][C:31]([CH:32]=O)=[CH:30][CH:29]=1.[O-]S(S([O-])=O)=O.[Na+].[Na+]. Product: [Br:1][C:2]1[C:3]([N:12]2[CH2:17][CH2:16][N:15]([CH2:18][C:19]3[CH:24]=[CH:23][C:22]([Cl:25])=[CH:21][CH:20]=3)[CH2:14][CH2:13]2)=[C:4]2[N:9]=[C:32]([C:31]3[CH:34]=[CH:35][C:28]([N:27]([CH3:36])[CH3:26])=[CH:29][CH:30]=3)[NH:8][C:5]2=[N:6][CH:7]=1. The catalyst class is: 8. (6) Reactant: I[C:2]1[CH:7]=[N:6][NH:5][C:4](=[O:8])[CH:3]=1.[CH3:9][N:10]1[CH2:15][CH2:14][NH:13][CH2:12][CH2:11]1. Product: [CH3:9][N:10]1[CH2:15][CH2:14][N:13]([C:2]2[CH:7]=[N:6][NH:5][C:4](=[O:8])[CH:3]=2)[CH2:12][CH2:11]1. The catalyst class is: 8.